The task is: Regression. Given a peptide amino acid sequence and an MHC pseudo amino acid sequence, predict their binding affinity value. This is MHC class II binding data.. This data is from Peptide-MHC class II binding affinity with 134,281 pairs from IEDB. (1) The peptide sequence is FLHSEEGSRAYRNAL. The MHC is DRB3_0301 with pseudo-sequence DRB3_0301. The binding affinity (normalized) is 0.241. (2) The peptide sequence is EVFSRKGKHLLNKQD. The MHC is DRB1_0101 with pseudo-sequence DRB1_0101. The binding affinity (normalized) is 0.168.